This data is from Catalyst prediction with 721,799 reactions and 888 catalyst types from USPTO. The task is: Predict which catalyst facilitates the given reaction. (1) Reactant: C([O:3][C:4](=[O:28])[CH2:5][C:6]1[CH:11]=[CH:10][CH:9]=[C:8]([O:12][C:13]2[CH:18]=[CH:17][C:16]([Br:19])=[CH:15][C:14]=2[CH2:20][O:21][C:22]2[CH:27]=[CH:26][CH:25]=[CH:24][CH:23]=2)[CH:7]=1)C.[Li+].[OH-]. Product: [Br:19][C:16]1[CH:17]=[CH:18][C:13]([O:12][C:8]2[CH:7]=[C:6]([CH2:5][C:4]([OH:28])=[O:3])[CH:11]=[CH:10][CH:9]=2)=[C:14]([CH2:20][O:21][C:22]2[CH:27]=[CH:26][CH:25]=[CH:24][CH:23]=2)[CH:15]=1. The catalyst class is: 38. (2) Reactant: [OH-].[Na+].[O:3]1[CH2:8][CH2:7][CH:6]([C:9]([O:11]C)=[O:10])[CH2:5][CH2:4]1.CO. Product: [O:3]1[CH2:8][CH2:7][CH:6]([C:9]([OH:11])=[O:10])[CH2:5][CH2:4]1. The catalyst class is: 1. (3) Reactant: [CH3:1][O:2][C:3]([C:5]1[N:6]=[C:7]([C@@H:22]2[CH2:26][C@H:25]([F:27])[CH2:24][N:23]2[C:28]([O:30][CH2:31][C:32]2[CH:37]=[CH:36][CH:35]=[CH:34][CH:33]=2)=[O:29])[N:8](C)[C:9](=[O:20])[C:10]=1[O:11]C(=O)C1C=CC=CC=1)=[O:4].C(OC(=O)C)(=O)C. Product: [CH3:1][O:2][C:3]([C:5]1[C:10]([OH:11])=[C:9]([OH:20])[N:8]=[C:7]([C@@H:22]2[CH2:26][C@H:25]([F:27])[CH2:24][N:23]2[C:28]([O:30][CH2:31][C:32]2[CH:37]=[CH:36][CH:35]=[CH:34][CH:33]=2)=[O:29])[N:6]=1)=[O:4]. The catalyst class is: 78. (4) Reactant: [C:1]([C:3]1[N:8]=[C:7]([NH:9][C:10]([C:12]2[CH:17]=[CH:16][CH:15]=[C:14]([CH3:18])[N:13]=2)=[O:11])[CH:6]=[CH:5][CH:4]=1)#[CH:2]. Product: [CH2:1]([C:3]1[N:8]=[C:7]([NH:9][C:10]([C:12]2[CH:17]=[CH:16][CH:15]=[C:14]([CH3:18])[N:13]=2)=[O:11])[CH:6]=[CH:5][CH:4]=1)[CH3:2]. The catalyst class is: 350. (5) Reactant: [CH3:1][O:2][C:3]1[CH:23]=[CH:22][C:6]([O:7][C:8]2[S:9][C:10]([C:13]3[CH:18]=[CH:17][C:16]([CH:19]([NH2:21])[CH3:20])=[CH:15][CH:14]=3)=[CH:11][N:12]=2)=[CH:5][CH:4]=1.C(N(C(C)C)CC)(C)C.[C:33](OC(=O)C)(=[O:35])[CH3:34]. Product: [CH3:1][O:2][C:3]1[CH:23]=[CH:22][C:6]([O:7][C:8]2[S:9][C:10]([C:13]3[CH:18]=[CH:17][C:16]([CH:19]([NH:21][C:33](=[O:35])[CH3:34])[CH3:20])=[CH:15][CH:14]=3)=[CH:11][N:12]=2)=[CH:5][CH:4]=1. The catalyst class is: 2. (6) Reactant: [NH2:1][C:2]1[C:11]([OH:12])=[CH:10][CH:9]=[CH:8][C:3]=1[C:4]([O:6][CH3:7])=[O:5].[F:13][C:14]([F:25])([F:24])[C:15]1[CH:23]=[CH:22][CH:21]=[CH:20][C:16]=1[C:17](O)=O. Product: [F:13][C:14]([F:24])([F:25])[C:15]1[CH:23]=[CH:22][CH:21]=[CH:20][C:16]=1[C:17]1[O:12][C:11]2[C:2](=[C:3]([C:4]([O:6][CH3:7])=[O:5])[CH:8]=[CH:9][CH:10]=2)[N:1]=1. The catalyst class is: 6.